Dataset: Forward reaction prediction with 1.9M reactions from USPTO patents (1976-2016). Task: Predict the product of the given reaction. (1) Given the reactants [CH3:1][O:2][C:3]1[CH:4]=[C:5]([N:11]([CH2:23][CH2:24][C:25]2[CH:30]=[CH:29][C:28]([C:31]([F:34])([F:33])[F:32])=[CH:27][CH:26]=2)[C:12](=[O:22])[CH:13]([NH:20][CH3:21])[C:14]2[CH:19]=[CH:18][CH:17]=[CH:16][CH:15]=2)[CH:6]=[CH:7][C:8]=1[O:9][CH3:10].C=O.[BH3-][C:38]#N.[Na+].CC(O)=O, predict the reaction product. The product is: [CH3:1][O:2][C:3]1[CH:4]=[C:5]([N:11]([CH2:23][CH2:24][C:25]2[CH:26]=[CH:27][C:28]([C:31]([F:33])([F:32])[F:34])=[CH:29][CH:30]=2)[C:12](=[O:22])[CH:13]([N:20]([CH3:38])[CH3:21])[C:14]2[CH:19]=[CH:18][CH:17]=[CH:16][CH:15]=2)[CH:6]=[CH:7][C:8]=1[O:9][CH3:10]. (2) Given the reactants C1(P(C2C=CC=CC=2)C2C=CC=CC=2)C=CC=CC=1.BrN1C(=O)CCC1=O.[CH:28]1([CH2:33][CH:34]([C:38]2[CH:43]=[CH:42][C:41]([N:44]3[C:48]([CH3:49])=[N:47][N:46]=[N:45]3)=[C:40]([C:50]([F:53])([F:52])[F:51])[CH:39]=2)[C:35](O)=[O:36])[CH2:32][CH2:31][CH2:30][CH2:29]1.[NH2:54][C:55]1[CH:60]=[CH:59][C:58]([Br:61])=[CH:57][N:56]=1, predict the reaction product. The product is: [Br:61][C:58]1[CH:59]=[CH:60][C:55]([NH:54][C:35](=[O:36])[CH:34]([C:38]2[CH:43]=[CH:42][C:41]([N:44]3[C:48]([CH3:49])=[N:47][N:46]=[N:45]3)=[C:40]([C:50]([F:51])([F:53])[F:52])[CH:39]=2)[CH2:33][CH:28]2[CH2:29][CH2:30][CH2:31][CH2:32]2)=[N:56][CH:57]=1. (3) Given the reactants [CH2:1]([O:8][C:9]1[C:10](=[O:28])[CH:11]=[C:12]([CH2:17][NH:18]S(C2C=CC=CC=2)(=O)=O)[O:13][C:14]=1[CH:15]=[O:16])[C:2]1[CH:7]=[CH:6][CH:5]=[CH:4][CH:3]=1.[S:29](=[O:33])(=O)([OH:31])N.Cl([O-])=O.[Na+].[OH2:38], predict the reaction product. The product is: [C:2]1([S:29]([CH:17]([NH2:18])[C:12]2[O:13][C:14]([C:15]([OH:16])=[O:38])=[C:9]([O:8][CH2:1][C:2]3[CH:3]=[CH:4][CH:5]=[CH:6][CH:7]=3)[C:10](=[O:28])[CH:11]=2)(=[O:33])=[O:31])[CH:7]=[CH:6][CH:5]=[CH:4][CH:3]=1. (4) Given the reactants [F:1][C:2]1[CH:7]=[CH:6][C:5]([C:8]2[C:12]3[C:13](=[O:17])[NH:14][CH2:15][CH2:16][C:11]=3[NH:10][C:9]=2[CH:18]=O)=[CH:4][CH:3]=1.[F:20][C:21]1[CH:22]=[C:23]2[C:27](=[CH:28][CH:29]=1)[NH:26][C:25](=[O:30])[CH2:24]2.N1CCCCC1.CN(C)C=O, predict the reaction product. The product is: [F:20][C:21]1[CH:22]=[C:23]2[C:27](=[CH:28][CH:29]=1)[NH:26][C:25](=[O:30])[C:24]2=[CH:18][C:9]1[NH:10][C:11]2[CH2:16][CH2:15][NH:14][C:13](=[O:17])[C:12]=2[C:8]=1[C:5]1[CH:4]=[CH:3][C:2]([F:1])=[CH:7][CH:6]=1.